From a dataset of Full USPTO retrosynthesis dataset with 1.9M reactions from patents (1976-2016). Predict the reactants needed to synthesize the given product. (1) Given the product [Cl:1][C:2]1[CH:3]=[C:4]2[C:9](=[C:10]([Cl:12])[CH:11]=1)[CH2:8][N:7]([CH3:13])[CH2:6][CH:5]2[C:14]1[CH:15]=[C:16]([S:20]([NH:23][CH2:31][P:32](=[O:33])([OH:39])[OH:36])(=[O:21])=[O:22])[CH:17]=[CH:18][CH:19]=1, predict the reactants needed to synthesize it. The reactants are: [Cl:1][C:2]1[CH:3]=[C:4]2[C:9](=[C:10]([Cl:12])[CH:11]=1)[CH2:8][N:7]([CH3:13])[CH2:6][CH:5]2[C:14]1[CH:15]=[C:16]([S:20]([NH:23]CCP(=O)(O)O)(=[O:22])=[O:21])[CH:17]=[CH:18][CH:19]=1.N[CH2:31][P:32](=[O:39])([O:36]CC)[O:33]CC. (2) Given the product [Br:1][C:2]1[CH:7]=[CH:6][C:5]([O:8][Si:15]([CH:22]([CH3:24])[CH3:23])([CH:19]([CH3:21])[CH3:20])[CH:16]([CH3:18])[CH3:17])=[CH:4][CH:3]=1, predict the reactants needed to synthesize it. The reactants are: [Br:1][C:2]1[CH:7]=[CH:6][C:5]([OH:8])=[CH:4][CH:3]=1.FC(F)(F)S(O[Si:15]([CH:22]([CH3:24])[CH3:23])([CH:19]([CH3:21])[CH3:20])[CH:16]([CH3:18])[CH3:17])(=O)=O.N1C(C)=CC=CC=1C. (3) Given the product [CH3:1][O:2][C:3]1[CH:8]=[CH:7][C:6]([NH:9][C:18](=[O:23])[C:19]([CH3:22])([CH3:21])[CH3:20])=[C:5]([CH3:10])[CH:4]=1, predict the reactants needed to synthesize it. The reactants are: [CH3:1][O:2][C:3]1[CH:8]=[CH:7][C:6]([NH2:9])=[C:5]([CH3:10])[CH:4]=1.C(N(CC)CC)C.[C:18](Cl)(=[O:23])[C:19]([CH3:22])([CH3:21])[CH3:20].O. (4) Given the product [CH3:8][C:9]1[C:17]2[C:12](=[CH:13][CH:14]=[CH:15][C:16]=2[C:18]2[CH:19]=[N:20][C:21]3[C:26]([CH:27]=2)=[CH:25][CH:24]=[CH:23][CH:22]=3)[N:11]([C:28]2[CH:35]=[CH:34][C:31]([C:32]([NH2:33])=[O:3])=[C:30]([NH:36][CH:37]3[CH2:42][C:41]([CH3:44])([CH3:43])[NH:40][C:39]([CH3:46])([CH3:45])[CH2:38]3)[CH:29]=2)[N:10]=1, predict the reactants needed to synthesize it. The reactants are: C([OH:3])C.[OH-].[Na+].OO.[CH3:8][C:9]1[C:17]2[C:12](=[CH:13][CH:14]=[CH:15][C:16]=2[C:18]2[CH:19]=[N:20][C:21]3[C:26]([CH:27]=2)=[CH:25][CH:24]=[CH:23][CH:22]=3)[N:11]([C:28]2[CH:35]=[CH:34][C:31]([C:32]#[N:33])=[C:30]([NH:36][CH:37]3[CH2:42][C:41]([CH3:44])([CH3:43])[NH:40][C:39]([CH3:46])([CH3:45])[CH2:38]3)[CH:29]=2)[N:10]=1. (5) The reactants are: [NH2:1][C:2]1[CH:6]=[C:5]([C:7]2[CH:8]=[N:9][NH:10][C:11]=2[CH3:12])[S:4][C:3]=1[C:13]([NH2:15])=[O:14].[C:16]1([NH:22][CH:23]2[CH2:32][CH2:31][C:26]3(OCCO3)[CH2:25][CH2:24]2)[CH:21]=[CH:20][CH:19]=[CH:18][CH:17]=1.CC1(C)C2(CS(O)(=O)=O)C(CC1CC2)=O.[O-]S([O-])(=O)=O.[Mg+2].C([O-])(O)=O.[Na+]. Given the product [CH3:12][C:11]1[NH:10][N:9]=[CH:8][C:7]=1[C:5]1[S:4][C:3]2[C:13](=[O:14])[NH:15][C:26]3([CH2:25][CH2:24][CH:23]([NH:22][C:16]4[CH:17]=[CH:18][CH:19]=[CH:20][CH:21]=4)[CH2:32][CH2:31]3)[NH:1][C:2]=2[CH:6]=1, predict the reactants needed to synthesize it. (6) Given the product [Cl:38][C:39]1[C:40]2[C:50]([F:51])=[CH:49][CH:48]=[C:47]([F:52])[C:41]=2[S:42][C:43]=1[C:44]([N:15]([CH2:16][C:17]1[CH:18]=[C:19]([C:30]2[CH:35]=[CH:34][C:33]([S:36][CH3:37])=[CH:32][CH:31]=2)[CH:20]=[CH:21][C:22]=1[O:23][CH3:24])[CH:12]1[CH2:13][CH2:14][CH:9]([N:8]([CH3:28])[C:1](=[O:2])[O:3][C:4]([CH3:7])([CH3:6])[CH3:5])[CH2:10][CH2:11]1)=[O:45], predict the reactants needed to synthesize it. The reactants are: [C:1]([N:8]([CH3:28])[CH:9]1[CH2:14][CH2:13][CH:12]([NH:15][CH2:16][C:17]2[CH:18]=[C:19](B(O)O)[CH:20]=[CH:21][C:22]=2[O:23][CH3:24])[CH2:11][CH2:10]1)([O:3][C:4]([CH3:7])([CH3:6])[CH3:5])=[O:2].Br[C:30]1[CH:35]=[CH:34][C:33]([S:36][CH3:37])=[CH:32][CH:31]=1.[Cl:38][C:39]1[C:40]2[C:50]([F:51])=[CH:49][CH:48]=[C:47]([F:52])[C:41]=2[S:42][C:43]=1[C:44](Cl)=[O:45]. (7) Given the product [N:1]1([C:7]2[N:8]=[C:9]3[N:17]([C:31]4[CH:36]=[CH:35][CH:34]=[CH:33][CH:32]=4)[C@H:16]([C:18]([F:20])([F:21])[F:19])[CH2:15][CH2:14][N:10]3[C:11](=[O:13])[CH:12]=2)[CH2:6][CH2:5][O:4][CH2:3][CH2:2]1, predict the reactants needed to synthesize it. The reactants are: [N:1]1([C:7]2[N:8]=[C:9]3[NH:17][C@H:16]([C:18]([F:21])([F:20])[F:19])[CH2:15][CH2:14][N:10]3[C:11](=[O:13])[CH:12]=2)[CH2:6][CH2:5][O:4][CH2:3][CH2:2]1.P([O-])([O-])([O-])=O.[K+].[K+].[K+].I[C:31]1[CH:36]=[CH:35][CH:34]=[CH:33][CH:32]=1. (8) Given the product [CH3:1][O:2][C:3](=[O:18])[CH2:4][CH2:5][C:6]1([C:7]2[CH:12]=[CH:11][CH:10]=[C:9]([C:13]([F:14])([F:16])[F:15])[CH:8]=2)[O:24][CH2:25][CH2:26][O:17]1, predict the reactants needed to synthesize it. The reactants are: [CH3:1][O:2][C:3](=[O:18])[CH2:4][CH2:5][C:6](=[O:17])[C:7]1[CH:12]=[CH:11][CH:10]=[C:9]([C:13]([F:16])([F:15])[F:14])[CH:8]=1.COC([O:24][CH3:25])OC.[CH3:26]C1C=CC(S(O)(=O)=O)=CC=1.C[O-].[Na+]. (9) Given the product [CH3:7][C:8]1[CH:13]=[CH:12][C:11]([C:2]2[S:3][CH:4]=[CH:5][CH:6]=2)=[CH:10][CH:9]=1, predict the reactants needed to synthesize it. The reactants are: Br[C:2]1[S:3][CH:4]=[CH:5][CH:6]=1.[CH3:7][C:8]1[CH:13]=[CH:12][C:11](B(O)O)=[CH:10][CH:9]=1.